Dataset: Catalyst prediction with 721,799 reactions and 888 catalyst types from USPTO. Task: Predict which catalyst facilitates the given reaction. (1) Reactant: [CH:1]1([N:7]=[C:8]=[O:9])[CH2:6][CH2:5][CH2:4][CH2:3][CH2:2]1.[NH:10]1[CH2:15][CH2:14][CH2:13][CH:12]([C:16]([O:18][CH2:19][CH2:20][CH2:21][CH2:22][C:23]2[CH:28]=[CH:27][CH:26]=[CH:25][CH:24]=2)=[O:17])[NH:11]1.C(N(CC)CC)C. Product: [CH:1]1([NH:7][C:8]([N:11]2[CH:12]([C:16]([O:18][CH2:19][CH2:20][CH2:21][CH2:22][C:23]3[CH:24]=[CH:25][CH:26]=[CH:27][CH:28]=3)=[O:17])[CH2:13][CH2:14][CH2:15][NH:10]2)=[O:9])[CH2:6][CH2:5][CH2:4][CH2:3][CH2:2]1. The catalyst class is: 2. (2) Reactant: C1(P(C2C=CC=CC=2)C2C=CC=CC=2)C=CC=CC=1.[C:20]([Br:24])(Br)(Br)[Br:21].C(N(CC)CC)C.[OH:32][C:33]1[CH:40]=[CH:39][CH:38]=[CH:37][C:34]=1[CH:35]=O. Product: [Br:21][C:20]([Br:24])=[CH:35][C:34]1[CH:37]=[CH:38][CH:39]=[CH:40][C:33]=1[OH:32]. The catalyst class is: 46. (3) Reactant: [CH3:1][O:2][CH2:3][O:4][C:5]1[C:10]([C:11]([CH3:18])([CH3:17])[CH2:12][O:13][CH2:14][O:15][CH3:16])=[CH:9][C:8](Br)=[CH:7][C:6]=1[C:20]([CH3:23])([CH3:22])[CH3:21].[Li]C(C)(C)C.CN([CH:32]=[O:33])C.[Cl-].[NH4+]. Product: [C:20]([C:6]1[CH:7]=[C:8]([CH:9]=[C:10]([C:11]([CH3:18])([CH3:17])[CH2:12][O:13][CH2:14][O:15][CH3:16])[C:5]=1[O:4][CH2:3][O:2][CH3:1])[CH:32]=[O:33])([CH3:23])([CH3:22])[CH3:21]. The catalyst class is: 1. (4) The catalyst class is: 143. Product: [C:27]([O:31][C:32]([N:18]1[C:19]2[C:24](=[CH:23][CH:22]=[C:21]([Cl:25])[CH:20]=2)/[C:16](=[CH:15]/[C:4]2[CH:3]=[C:2]([Cl:1])[CH:14]=[CH:13][C:5]=2[O:6][CH2:7][C:8]2([C:11]#[N:12])[CH2:10][CH2:9]2)/[C:17]1=[O:26])=[O:33])([CH3:30])([CH3:29])[CH3:28]. Reactant: [Cl:1][C:2]1[CH:14]=[CH:13][C:5]([O:6][CH2:7][C:8]2([C:11]#[N:12])[CH2:10][CH2:9]2)=[C:4](/[CH:15]=[C:16]2\[C:17](=[O:26])[NH:18][C:19]3[C:24]\2=[CH:23][CH:22]=[C:21]([Cl:25])[CH:20]=3)[CH:3]=1.[C:27]([O:31][C:32](O[C:32]([O:31][C:27]([CH3:30])([CH3:29])[CH3:28])=[O:33])=[O:33])([CH3:30])([CH3:29])[CH3:28].